This data is from Reaction yield outcomes from USPTO patents with 853,638 reactions. The task is: Predict the reaction yield, written as a fraction of the theoretical maximum amount of product (1.0 means a 100% yield; for example, 0.34 means a 34% yield). (1) The reactants are I[C:2]1[CH:3]=[C:4]2[N:10]=[CH:9][N:8]([CH2:11][C:12]3[CH:17]=[CH:16][C:15]([O:18][CH2:19][C:20]4[CH:21]=[N:22][C:23]([O:26][CH3:27])=[CH:24][CH:25]=4)=[C:14]([O:28][CH3:29])[CH:13]=3)[C:5]2=[N:6][CH:7]=1.Cl.[C:31]([C:33]1([CH3:39])[CH2:38][CH2:37][CH2:36][NH:35][CH2:34]1)#[CH:32].N1CCCCC1. The catalyst is O1CCCC1.Cl[Pd](Cl)([P](C1C=CC=CC=1)(C1C=CC=CC=1)C1C=CC=CC=1)[P](C1C=CC=CC=1)(C1C=CC=CC=1)C1C=CC=CC=1.[Cu]I. The product is [CH3:29][O:28][C:14]1[CH:13]=[C:12]([CH:17]=[CH:16][C:15]=1[O:18][CH2:19][C:20]1[CH:21]=[N:22][C:23]([O:26][CH3:27])=[CH:24][CH:25]=1)[CH2:11][N:8]1[C:5]2=[N:6][CH:7]=[C:2]([C:32]3[N:35]4[CH2:34][C:33]([CH3:39])([CH2:38][CH2:37][CH2:36]4)[CH:31]=3)[CH:3]=[C:4]2[N:10]=[CH:9]1. The yield is 0.100. (2) The catalyst is CC(O)=O.[Fe]. The yield is 0.910. The reactants are [CH:1]([O:4][C:5]1[N:10]=[C:9]([CH2:11][C:12](OCC)=[O:13])[C:8]([N+:17]([O-])=O)=[CH:7][CH:6]=1)([CH3:3])[CH3:2]. The product is [CH:1]([O:4][C:5]1[N:10]=[C:9]2[CH2:11][C:12](=[O:13])[NH:17][C:8]2=[CH:7][CH:6]=1)([CH3:3])[CH3:2]. (3) The reactants are [Br:1][C:2]1[N:7]=[C:6]2[NH:8][CH:9]=[C:10]([C:11]#[N:12])[C:5]2=[CH:4][CH:3]=1.[C:13]([C:17]1[CH:18]=[C:19]2[C:24](=[C:25]([F:27])[CH:26]=1)[C:23](=[O:28])[N:22]([C:29]1[C:37]3[CH2:36][O:35]B(O)[C:33]=3[CH:32]=[CH:31][CH:30]=1)[N:21]=[CH:20]2)([CH3:16])([CH3:15])[CH3:14].N1C=CC=CC=1.[NH4+].[Cl-]. The catalyst is C([O-])(=O)C.[Cu+2].C([O-])(=O)C.ClCCCl. The product is [Br:1][C:2]1[N:7]=[C:6]2[N:8]([C:33]3[CH:32]=[CH:31][CH:30]=[C:29]([N:22]4[N:21]=[CH:20][C:19]5[C:24](=[C:25]([F:27])[CH:26]=[C:17]([C:13]([CH3:14])([CH3:15])[CH3:16])[CH:18]=5)[C:23]4=[O:28])[C:37]=3[CH2:36][OH:35])[CH:9]=[C:10]([C:11]#[N:12])[C:5]2=[CH:4][CH:3]=1. The yield is 0.103. (4) The reactants are Cl[C:2]1[C:7]([NH:8][CH:9]=O)=[C:6]([NH:11][C@@H:12]2[CH2:16][C@H:15]([CH2:17][OH:18])[CH:14]=[CH:13]2)[N:5]=[C:4]([NH:19][C:20](=[O:24])[CH:21]([CH3:23])[CH3:22])[N:3]=1.Cl.C(O)(C)C.C(OCC)(OCC)OCC.C([O-])(O)=O.[Na+].[CH:45]1([NH2:48])[CH2:47][CH2:46]1. No catalyst specified. The product is [CH:45]1([NH:48][C:2]2[N:3]=[C:4]([NH:19][C:20](=[O:24])[CH:21]([CH3:23])[CH3:22])[N:5]=[C:6]3[C:7]=2[N:8]=[CH:9][N:11]3[C@@H:12]2[CH2:16][C@H:15]([CH2:17][OH:18])[CH:14]=[CH:13]2)[CH2:47][CH2:46]1. The yield is 0.720. (5) The reactants are [CH3:1][O:2][C:3]1[CH:4]=[C:5]([P:12](=[O:15])([CH3:14])[CH3:13])[CH:6]=[CH:7][C:8]=1[N+:9]([O-])=O. The catalyst is CCO.[Pd]. The product is [CH3:14][P:12]([C:5]1[CH:6]=[CH:7][C:8]([NH2:9])=[C:3]([O:2][CH3:1])[CH:4]=1)([CH3:13])=[O:15]. The yield is 0.860. (6) The reactants are C(C1C=CC(C(C)(CCCCC(=O)CCCCC(C2C=CC(CC(C)C)=CC=2)(C)C(O)=O)C(O)=O)=CC=1)C(C)C.C([O:43][C:44](=[O:74])[C:45]([CH3:73])([C:67]1[CH:72]=[CH:71][CH:70]=[CH:69][CH:68]=1)[CH2:46][CH2:47][CH2:48][C:49](=[O:66])[CH2:50][CH2:51][CH2:52][C:53]([CH3:65])([C:59]1[CH:64]=[CH:63][CH:62]=[CH:61][CH:60]=1)[C:54]([O:56]CC)=[O:55])C.[OH-].[K+]. The catalyst is O.C(O)C. The product is [CH3:65][C:53]([C:59]1[CH:60]=[CH:61][CH:62]=[CH:63][CH:64]=1)([CH2:52][CH2:51][CH2:50][C:49](=[O:66])[CH2:48][CH2:47][CH2:46][C:45]([CH3:73])([C:67]1[CH:68]=[CH:69][CH:70]=[CH:71][CH:72]=1)[C:44]([OH:74])=[O:43])[C:54]([OH:56])=[O:55]. The yield is 0.310. (7) The reactants are [OH:1][C:2]1[CH:15]=[CH:14][C:5]2[C@H:6]([CH2:9][C:10]([O:12][CH3:13])=[O:11])[CH2:7][O:8][C:4]=2[CH:3]=1.[CH2:16]([S:18][CH2:19][CH2:20][O:21][C:22]1[CH:27]=[C:26]([CH3:28])[C:25]([C:29]2[CH:34]=[CH:33][CH:32]=[C:31]([CH2:35]O)[CH:30]=2)=[C:24]([CH3:37])[CH:23]=1)[CH3:17].C(P(CCCC)CCCC)CCC.N(C(N1CCCCC1)=O)=NC(N1CCCCC1)=O. The catalyst is C1(C)C=CC=CC=1.CCCCCC. The product is [CH2:16]([S:18][CH2:19][CH2:20][O:21][C:22]1[CH:27]=[C:26]([CH3:28])[C:25]([C:29]2[CH:34]=[CH:33][CH:32]=[C:31]([CH2:35][O:1][C:2]3[CH:15]=[CH:14][C:5]4[C@H:6]([CH2:9][C:10]([O:12][CH3:13])=[O:11])[CH2:7][O:8][C:4]=4[CH:3]=3)[CH:30]=2)=[C:24]([CH3:37])[CH:23]=1)[CH3:17]. The yield is 0.600.